This data is from Full USPTO retrosynthesis dataset with 1.9M reactions from patents (1976-2016). The task is: Predict the reactants needed to synthesize the given product. (1) Given the product [CH:20]1([NH:25][C:10]2[N:11]=[C:6]([CH2:5][C:4]3[CH:17]=[CH:18][CH:19]=[C:2]([CH3:1])[CH:3]=3)[NH:7][C:8](=[O:16])[C:9]=2[C:14]#[N:15])[CH2:24][CH2:23][CH2:22][CH2:21]1, predict the reactants needed to synthesize it. The reactants are: [CH3:1][C:2]1[CH:3]=[C:4]([CH:17]=[CH:18][CH:19]=1)[CH2:5][C:6]1[NH:7][C:8](=[O:16])[C:9]([C:14]#[N:15])=[C:10](SC)[N:11]=1.[CH:20]1([NH2:25])[CH2:24][CH2:23][CH2:22][CH2:21]1. (2) Given the product [C:1]([S:13][CH2:10][CH2:11][CH3:12])(=[S:15])[C:2]1[CH:7]=[CH:6][CH:5]=[CH:4][CH:3]=1, predict the reactants needed to synthesize it. The reactants are: [C:1](O)(=O)[C:2]1[CH:7]=[CH:6][CH:5]=[CH:4][CH:3]=1.[CH2:10]([SH:13])[CH2:11][CH3:12].P12(SP3(SP(SP(S3)(S1)=S)(=S)S2)=S)=[S:15]. (3) Given the product [CH:23]1[C:22]([C:21]([OH:30])=[O:29])=[CH:28][CH:27]=[C:26]([NH2:4])[CH:25]=1, predict the reactants needed to synthesize it. The reactants are: C(OC1C(C(C)C)CCC(C)C1)(=O)C1C(=CC=CC=1)[NH2:4].[C:21]([O-:30])(=[O:29])[C:22]1[C:23](=[CH:25][CH:26]=[CH:27][CH:28]=1)O. (4) Given the product [CH2:22]([N:20]([CH3:21])[CH2:19][CH2:18][CH2:17][CH2:16][O:15][C@H:12]1[CH2:13][CH2:14][C@H:9]([NH:7][CH3:6])[CH2:10][CH2:11]1)[CH:23]=[CH2:24], predict the reactants needed to synthesize it. The reactants are: C(O[C:6](=O)[N:7]([C@H:9]1[CH2:14][CH2:13][C@H:12]([O:15][CH2:16][CH2:17][CH2:18][CH2:19][N:20]([CH2:22][CH:23]=[CH2:24])[CH3:21])[CH2:11][CH2:10]1)C)(C)(C)C.C(O)(C(F)(F)F)=O.